This data is from Reaction yield outcomes from USPTO patents with 853,638 reactions. The task is: Predict the reaction yield, written as a fraction of the theoretical maximum amount of product (1.0 means a 100% yield; for example, 0.34 means a 34% yield). The reactants are O1CCCCC1[N:7]1[C:15]2[C:10](=[CH:11][C:12]([C:16]3[N:20]=[CH:19][N:18](C(C4C=CC=CC=4)(C4C=CC=CC=4)C4C=CC=CC=4)[N:17]=3)=[CH:13][CH:14]=2)[C:9]([C:40]2[CH:41]=[C:42]([CH:47]=[CH:48][CH:49]=2)[C:43]([O:45]C)=O)=[N:8]1.[OH-].[Li+].O[N:53]1[C:57]2[CH:58]=[CH:59][CH:60]=[CH:61][C:56]=2N=N1.C1(N)CCCCC1.Cl.C(N=C=NCCCN(C)C)C.Cl. The catalyst is O1CCCC1.O.O1CCOCC1. The product is [NH:18]1[CH:19]=[N:20][C:16]([C:12]2[CH:11]=[C:10]3[C:15](=[CH:14][CH:13]=2)[NH:7][N:8]=[C:9]3[C:40]2[CH:41]=[C:42]([C:43]([NH:53][CH:57]3[CH2:58][CH2:59][CH2:60][CH2:61][CH2:56]3)=[O:45])[CH:47]=[CH:48][CH:49]=2)=[N:17]1. The yield is 0.0600.